This data is from Catalyst prediction with 721,799 reactions and 888 catalyst types from USPTO. The task is: Predict which catalyst facilitates the given reaction. (1) Reactant: C([O:8][C:9]1[CH:14]=[CH:13][C:12]([C:15]2[CH:24]=[CH:23][CH:22]=[C:21]3[C:16]=2[CH:17]=[CH:18][N:19]=[CH:20]3)=[CH:11][CH:10]=1)C1C=CC=CC=1. Product: [CH:20]1[C:21]2[C:16](=[C:15]([C:12]3[CH:13]=[CH:14][C:9]([OH:8])=[CH:10][CH:11]=3)[CH:24]=[CH:23][CH:22]=2)[CH:17]=[CH:18][N:19]=1. The catalyst class is: 604. (2) Reactant: C(N(CC)CC)C.[C:8]1(=[O:20])[O:19][C:17](=[O:18])[CH2:16][CH2:15][CH2:14][CH2:13][CH2:12][CH2:11][CH2:10][CH2:9]1.[NH2:21][C@@H:22]([CH2:31][N:32]1[CH2:37][CH2:36][O:35][CH2:34][CH2:33]1)[C@H:23]([C:25]1[CH:30]=[CH:29][CH:28]=[CH:27][CH:26]=1)[OH:24]. Product: [C:17]([CH2:16][CH2:15][CH2:14][CH2:13][CH2:12][CH2:11][CH2:10][CH2:9][C:8]([NH:21][C@@H:22]([CH2:31][N:32]1[CH2:33][CH2:34][O:35][CH2:36][CH2:37]1)[C@H:23]([C:25]1[CH:26]=[CH:27][CH:28]=[CH:29][CH:30]=1)[OH:24])=[O:20])([OH:19])=[O:18]. The catalyst class is: 2. (3) Reactant: [N+:1]([C:4]1[CH:5]=[C:6]([CH:11]=[C:12]([C:14]([F:17])([F:16])[F:15])[CH:13]=1)[C:7]([O:9][CH3:10])=[O:8])([O-])=O.[H][H]. Product: [NH2:1][C:4]1[CH:5]=[C:6]([CH:11]=[C:12]([C:14]([F:15])([F:16])[F:17])[CH:13]=1)[C:7]([O:9][CH3:10])=[O:8]. The catalyst class is: 29. (4) Reactant: [C:1]([C:5]1[CH:10]=[CH:9][C:8]([NH:11][C:12](=[O:22])[NH:13][C@H:14]([CH2:20][CH3:21])[CH2:15][C:16](OC)=[O:17])=[CH:7][CH:6]=1)([CH3:4])([CH3:3])[CH3:2].[Li+].[BH4-].O. Product: [C:1]([C:5]1[CH:10]=[CH:9][C:8]([NH:11][C:12]([NH:13][C@H:14]([CH2:20][CH3:21])[CH2:15][CH2:16][OH:17])=[O:22])=[CH:7][CH:6]=1)([CH3:4])([CH3:3])[CH3:2]. The catalyst class is: 1. (5) Reactant: [CH:1]1([CH:7]([NH:19][C:20]2[CH:21]=[CH:22][C:23]([C:26]([NH:28][CH2:29][CH2:30][C:31]([O:33]CC)=[O:32])=[O:27])=[N:24][CH:25]=2)[C:8]2[O:9][C:10]3[CH:17]=[CH:16][C:15]([F:18])=[CH:14][C:11]=3[C:12]=2[CH3:13])[CH2:6][CH2:5][CH2:4][CH2:3][CH2:2]1.O1CCCC1.[OH-].[Na+]. Product: [CH:1]1([CH:7]([NH:19][C:20]2[CH:21]=[CH:22][C:23]([C:26]([NH:28][CH2:29][CH2:30][C:31]([OH:33])=[O:32])=[O:27])=[N:24][CH:25]=2)[C:8]2[O:9][C:10]3[CH:17]=[CH:16][C:15]([F:18])=[CH:14][C:11]=3[C:12]=2[CH3:13])[CH2:6][CH2:5][CH2:4][CH2:3][CH2:2]1. The catalyst class is: 8. (6) Product: [OH:35][C:29]([C:31]([F:34])([F:33])[F:32])=[O:30].[CH:10]12[CH2:9][CH:8]1[NH:7][CH2:6][CH2:5][N:4]2[CH2:3][C@@H:2]([C:18]1[CH:27]=[CH:26][C:21]2[C:22](=[O:25])[O:23][CH2:24][C:20]=2[C:19]=1[CH3:28])[OH:1]. Reactant: [OH:1][C@H:2]([C:18]1[CH:27]=[CH:26][C:21]2[C:22](=[O:25])[O:23][CH2:24][C:20]=2[C:19]=1[CH3:28])[CH2:3][N:4]1[CH:10]2[CH:8]([CH2:9]2)[N:7](C(OC(C)(C)C)=O)[CH2:6][CH2:5]1.[C:29]([OH:35])([C:31]([F:34])([F:33])[F:32])=[O:30]. The catalyst class is: 2. (7) Reactant: [CH3:1][N:2]1[CH:6]=[CH:5][CH:4]=[C:3]1[C:7]([OH:9])=[O:8].Cl[C:11](=[O:17])[C:12]([O:14][CH2:15][CH3:16])=[O:13].[Cl-].[Al+3].[Cl-].[Cl-]. Product: [CH2:15]([O:14][C:12](=[O:13])[C:11]([C:5]1[CH:4]=[C:3]([C:7]([OH:9])=[O:8])[N:2]([CH3:1])[CH:6]=1)=[O:17])[CH3:16]. The catalyst class is: 4. (8) Reactant: [Cl:1][C:2]1[CH:7]=[C:6]([Cl:8])[CH:5]=[CH:4][C:3]=1[CH2:9][CH2:10][C:11]([NH:13][C:14]1[CH:15]=[C:16]2[C:20](=[CH:21][C:22]=1[N+:23]([O-])=O)[N:19]([CH3:26])[C:18](=[O:27])[C:17]2([CH3:29])[CH3:28])=O. Product: [Cl:1][C:2]1[CH:7]=[C:6]([Cl:8])[CH:5]=[CH:4][C:3]=1[CH2:9][CH2:10][C:11]1[NH:13][C:14]2=[CH:15][C:16]3[C:17]([CH3:29])([CH3:28])[C:18](=[O:27])[N:19]([CH3:26])[C:20]=3[CH:21]=[C:22]2[N:23]=1. The catalyst class is: 181. (9) Reactant: [F:1][C:2]([F:25])([F:24])[C:3]1[CH:19]=[C:18]([C:20]([F:23])([F:22])[F:21])[CH:17]=[CH:16][C:4]=1[CH2:5][O:6][C:7]1[CH:14]=[CH:13][C:10]([CH:11]=O)=[CH:9][C:8]=1[F:15].[CH3:26][NH:27][C:28]1[CH2:32][S:31][C:30](=[O:33])[N:29]=1.CC(C)([O-])C.[K+].O. Product: [F:25][C:2]([F:1])([F:24])[C:3]1[CH:19]=[C:18]([C:20]([F:23])([F:22])[F:21])[CH:17]=[CH:16][C:4]=1[CH2:5][O:6][C:7]1[CH:14]=[CH:13][C:10](/[CH:11]=[C:32]2/[C:28]([NH:27][CH3:26])=[N:29][C:30](=[O:33])[S:31]/2)=[CH:9][C:8]=1[F:15]. The catalyst class is: 8.